From a dataset of Full USPTO retrosynthesis dataset with 1.9M reactions from patents (1976-2016). Predict the reactants needed to synthesize the given product. (1) Given the product [C:28]1([C:27]2[C:20]([C:17]3[CH:16]=[CH:15][C:14]([CH2:13][N:10]4[CH2:9][CH2:8][CH:7]([N:6]5[C:5]6[CH:34]=[CH:35][CH:36]=[CH:37][C:4]=6[NH:3][C:2]5=[O:1])[CH2:12][CH2:11]4)=[CH:19][CH:18]=3)=[N:21][CH:22]=[C:23]([C:24]3[NH:40][N:39]=[N:38][N:25]=3)[CH:26]=2)[CH:29]=[CH:30][CH:31]=[CH:32][CH:33]=1, predict the reactants needed to synthesize it. The reactants are: [O:1]=[C:2]1[N:6]([CH:7]2[CH2:12][CH2:11][N:10]([CH2:13][C:14]3[CH:19]=[CH:18][C:17]([C:20]4[C:27]([C:28]5[CH:33]=[CH:32][CH:31]=[CH:30][CH:29]=5)=[CH:26][C:23]([C:24]#[N:25])=[CH:22][N:21]=4)=[CH:16][CH:15]=3)[CH2:9][CH2:8]2)[C:5]2[CH:34]=[CH:35][CH:36]=[CH:37][C:4]=2[NH:3]1.[N-:38]=[N+:39]=[N-:40].[Na+].O. (2) The reactants are: C[O:2][C:3]([C:5]1[CH:6]=[C:7]([C:12]2[CH:17]=[CH:16][C:15]([C:18](=[O:35])[NH:19][C:20]3[CH:25]=[CH:24][C:23]([CH2:26][N:27]4[CH2:32][CH2:31][S:30](=[O:34])(=[O:33])[CH2:29][CH2:28]4)=[CH:22][CH:21]=3)=[CH:14][CH:13]=2)[C:8]([CH3:11])=[CH:9][CH:10]=1)=O.[BH4-].[Li+].CO. Given the product [O:34]=[S:30]1(=[O:33])[CH2:31][CH2:32][N:27]([CH2:26][C:23]2[CH:24]=[CH:25][C:20]([NH:19][C:18]([C:15]3[CH:14]=[CH:13][C:12]([C:7]4[CH:6]=[C:5]([CH2:3][OH:2])[CH:10]=[CH:9][C:8]=4[CH3:11])=[CH:17][CH:16]=3)=[O:35])=[CH:21][CH:22]=2)[CH2:28][CH2:29]1, predict the reactants needed to synthesize it.